From a dataset of Full USPTO retrosynthesis dataset with 1.9M reactions from patents (1976-2016). Predict the reactants needed to synthesize the given product. (1) Given the product [F:12][C:13]1[CH:14]=[CH:15][C:16]([NH:19][NH:20][C:9]([C@@H:3]2[CH2:4][C:5]([CH3:7])([CH3:8])[CH2:6][N:2]2[CH3:1])=[O:11])=[N:17][CH:18]=1, predict the reactants needed to synthesize it. The reactants are: [CH3:1][N:2]1[CH2:6][C:5]([CH3:8])([CH3:7])[CH2:4][C@H:3]1[C:9]([OH:11])=O.[F:12][C:13]1[CH:14]=[CH:15][C:16]([NH:19][NH2:20])=[N:17][CH:18]=1.CCN(C(C)C)C(C)C.CN(C(ON1N=NC2C=CC=NC1=2)=[N+](C)C)C.F[P-](F)(F)(F)(F)F.N. (2) Given the product [Cl:13][C:14]1[C:22]([Cl:23])=[C:21]2[C:17]([CH2:18][C:19]([CH:26]3[CH2:30][CH2:29][CH2:28][CH2:27]3)([CH3:25])[C:20]2=[O:24])=[CH:16][C:15]=1[O:31][CH2:4][C:5]1[CH:6]=[C:7]([C:8]2[CH:7]=[CH:6][C:5]([C:4]([OH:3])=[O:12])=[CH:10][CH:9]=2)[CH:8]=[CH:9][CH:10]=1, predict the reactants needed to synthesize it. The reactants are: C([O:3][C:4](=[O:12])[C:5]1[CH:10]=[CH:9][C:8](Br)=[CH:7][CH:6]=1)C.[Cl:13][C:14]1[C:22]([Cl:23])=[C:21]2[C:17]([CH2:18][C:19]([CH:26]3[CH2:30][CH2:29][CH2:28][CH2:27]3)([CH3:25])[C:20]2=[O:24])=[CH:16][C:15]=1[OH:31]. (3) Given the product [C:8]([C:11]1[CH:12]=[C:13]([C:16]([NH:18][N:19]([CH2:35][C@@H:36]([O:40][C:1](=[O:6])[CH2:2][CH:3]([CH3:5])[CH3:4])[C:37]([OH:39])=[O:38])[CH2:20][C:21]2[CH:26]=[CH:25][C:24]([C:27]3[CH:32]=[C:31]([Cl:33])[CH:30]=[CH:29][C:28]=3[F:34])=[CH:23][CH:22]=2)=[O:17])[NH:14][N:15]=1)(=[O:10])[CH3:9], predict the reactants needed to synthesize it. The reactants are: [C:1](Cl)(=[O:6])[CH2:2][CH:3]([CH3:5])[CH3:4].[C:8]([C:11]1[CH:12]=[C:13]([C:16]([NH:18][N:19]([CH2:35][C@@H:36]([OH:40])[C:37]([OH:39])=[O:38])[CH2:20][C:21]2[CH:26]=[CH:25][C:24]([C:27]3[CH:32]=[C:31]([Cl:33])[CH:30]=[CH:29][C:28]=3[F:34])=[CH:23][CH:22]=2)=[O:17])[NH:14][N:15]=1)(=[O:10])[CH3:9].C1COCC1. (4) The reactants are: C1(S([N:10]2[C:14]3=[N:15][CH:16]=[C:17]([C:19]4[C:23]([C:24]5[CH:29]=[CH:28][N:27]=[C:26]([NH:30][CH2:31][C@@H:32]([OH:34])[CH3:33])[N:25]=5)=[CH:22][N:21]([CH2:35][C:36]#[N:37])[N:20]=4)[CH:18]=[C:13]3[CH:12]=[CH:11]2)(=O)=O)C=CC=CC=1.[OH-].[Na+]. Given the product [OH:34][C@@H:32]([CH3:33])[CH2:31][NH:30][C:26]1[N:25]=[C:24]([C:23]2[C:19]([C:17]3[CH:18]=[C:13]4[CH:12]=[CH:11][NH:10][C:14]4=[N:15][CH:16]=3)=[N:20][N:21]([CH2:35][C:36]#[N:37])[CH:22]=2)[CH:29]=[CH:28][N:27]=1, predict the reactants needed to synthesize it. (5) Given the product [NH2:52][C:48]1[N:47]=[C:46]([C:45]2[S:44][C:43]([C:53]([CH3:54])([CH3:56])[CH3:55])=[N:42][C:41]=2[C:37]2[C:36]([F:57])=[C:35]([NH:34][S:63]([C:59]3[O:58][CH:62]=[CH:61][CH:60]=3)(=[O:65])=[O:64])[CH:40]=[CH:39][CH:38]=2)[CH:51]=[CH:50][N:49]=1, predict the reactants needed to synthesize it. The reactants are: ClC1N=C(C2SC(C(C)C)=NC=2C2C=C(NS(C3C(F)=CC=CC=3F)(=O)=O)C=CC=2)C=CN=1.[NH2:34][C:35]1[C:36]([F:57])=[C:37]([C:41]2[N:42]=[C:43]([C:53]([CH3:56])([CH3:55])[CH3:54])[S:44][C:45]=2[C:46]2[CH:51]=[CH:50][N:49]=[C:48]([NH2:52])[N:47]=2)[CH:38]=[CH:39][CH:40]=1.[O:58]1[CH:62]=[CH:61][CH:60]=[C:59]1[S:63](Cl)(=[O:65])=[O:64].